This data is from Experimental lipophilicity measurements (octanol/water distribution) for 4,200 compounds from AstraZeneca. The task is: Regression/Classification. Given a drug SMILES string, predict its absorption, distribution, metabolism, or excretion properties. Task type varies by dataset: regression for continuous measurements (e.g., permeability, clearance, half-life) or binary classification for categorical outcomes (e.g., BBB penetration, CYP inhibition). For this dataset (lipophilicity_astrazeneca), we predict Y. (1) The molecule is O=c1ccnc2cc(C#Cc3ccccc3)ccn12. The Y is 2.90 logD. (2) The molecule is C[C@H](CO)Nc1nc(SCc2cccc(Cl)c2F)nc2[nH]c(=O)sc12. The Y is 3.53 logD. (3) The molecule is CC(C)c1ccc2oc3nc(N)c(C(=O)O)cc3c(=O)c2c1. The Y is 1.10 logD. (4) The drug is CC1CN(C(=O)c2nnc3c(-c4ncccn4)cccc3c2N)C1. The Y is 1.21 logD. (5) The compound is CC(CO)(CO)Nc1nc(SCc2cccc(F)c2F)nc2nc(N)sc12. The Y is 2.87 logD. (6) The compound is Cc1ccc2c(-c3ccnc4cc(Cl)ccc34)c(C)n(CC(=O)O)c2c1. The Y is 2.41 logD. (7) The drug is Nc1c2c(nc3ccc(Br)cc13)N(c1ccccc1)CC2. The Y is 3.12 logD.